Dataset: Reaction yield outcomes from USPTO patents with 853,638 reactions. Task: Predict the reaction yield, written as a fraction of the theoretical maximum amount of product (1.0 means a 100% yield; for example, 0.34 means a 34% yield). (1) The reactants are C1C=CC2N(O)N=NC=2C=1.O.C(N(CC)C(C)C)(C)C.[CH3:21][C@H:22]([NH:26][C:27]([O:29][C:30]([CH3:33])([CH3:32])[CH3:31])=[O:28])[C:23]([OH:25])=O.Cl.CN(C)CCCN=C=NCC.[NH2:46][CH:47]1[N:53]=[C:52]([C:54]2[CH:59]=[CH:58][CH:57]=[CH:56][CH:55]=2)[C:51]2[CH:60]=[CH:61][CH:62]=[CH:63][C:50]=2[N:49]([CH2:64][CH2:65][CH2:66][C:67]([F:70])([F:69])[F:68])[C:48]1=[O:71]. The catalyst is C1COCC1.C(Cl)Cl. The product is [C:30]([O:29][C:27]([NH:26][C@H:22]([C:23]([NH:46][CH:47]1[N:53]=[C:52]([C:54]2[CH:55]=[CH:56][CH:57]=[CH:58][CH:59]=2)[C:51]2[CH:60]=[CH:61][CH:62]=[CH:63][C:50]=2[N:49]([CH2:64][CH2:65][CH2:66][C:67]([F:69])([F:68])[F:70])[C:48]1=[O:71])=[O:25])[CH3:21])=[O:28])([CH3:33])([CH3:32])[CH3:31]. The yield is 0.830. (2) The reactants are [N:1]1[C:6]2[NH:7][CH:8]=[CH:9][C:5]=2[C:4]([C:10]2[CH:11]=[N:12][N:13]([C@@H:15]([CH:19]3[CH2:23][CH2:22][CH2:21][CH2:20]3)[CH2:16][C:17]#[N:18])[CH:14]=2)=[N:3][CH:2]=1.[P:24](=[O:28])([OH:27])([OH:26])[OH:25]. The catalyst is ClCCl.CC(O)C. The product is [P:24]([OH:28])([OH:27])([OH:26])=[O:25].[N:1]1[C:6]2[NH:7][CH:8]=[CH:9][C:5]=2[C:4]([C:10]2[CH:11]=[N:12][N:13]([C@@H:15]([CH:19]3[CH2:23][CH2:22][CH2:21][CH2:20]3)[CH2:16][C:17]#[N:18])[CH:14]=2)=[N:3][CH:2]=1. The yield is 0.840.